This data is from Catalyst prediction with 721,799 reactions and 888 catalyst types from USPTO. The task is: Predict which catalyst facilitates the given reaction. (1) Reactant: [CH:1]([NH:4][C:5]([N:7]1[CH2:12][CH2:11][N:10](C(OCC2C=CC=CC=2)=O)[CH2:9][CH2:8]1)=[O:6])([CH3:3])[CH3:2].[H][H]. The catalyst class is: 19. Product: [CH:1]([NH:4][C:5]([N:7]1[CH2:12][CH2:11][NH:10][CH2:9][CH2:8]1)=[O:6])([CH3:3])[CH3:2]. (2) Reactant: [NH2:1][C:2]1[CH:7]=[C:6]([Br:8])[CH:5]=[CH:4][N:3]=1.[C:9](O[C:9]([O:11][C:12]([CH3:15])([CH3:14])[CH3:13])=[O:10])([O:11][C:12]([CH3:15])([CH3:14])[CH3:13])=[O:10].O. Product: [Br:8][C:6]1[CH:5]=[CH:4][N:3]=[C:2]([NH:1][C:9](=[O:10])[O:11][C:12]([CH3:15])([CH3:14])[CH3:13])[CH:7]=1. The catalyst class is: 218. (3) Reactant: [NH2:1][C:2]1[S:6][N:5]=[C:4]([S:7][CH2:8][CH2:9][CH2:10][CH2:11][CH3:12])[C:3]=1[C:13]([NH2:15])=[O:14].N1C=CC=CC=1.Cl[C:23]([O:25][C:26]1[CH:31]=[CH:30][CH:29]=[CH:28][CH:27]=1)=[O:24]. Product: [C:26]1([O:25][C:23](=[O:24])[NH:1][C:2]2[S:6][N:5]=[C:4]([S:7][CH2:8][CH2:9][CH2:10][CH2:11][CH3:12])[C:3]=2[C:13](=[O:14])[NH2:15])[CH:31]=[CH:30][CH:29]=[CH:28][CH:27]=1. The catalyst class is: 7. (4) Reactant: [CH:1]([C:4]1[CH:9]=[CH:8][C:7]([NH:10][C:11]([C:13]2[CH:18]=[CH:17][CH:16]=[C:15]([N:19]3[CH2:31][CH2:30][C:22]4[N:23]=[C:24](S(C)=O)[N:25]=[CH:26][C:21]=4[CH2:20]3)[N:14]=2)=[O:12])=[CH:6][CH:5]=1)([CH3:3])[CH3:2].[NH4+:32].[OH-]. Product: [NH2:32][C:24]1[N:25]=[CH:26][C:21]2[CH2:20][N:19]([C:15]3[N:14]=[C:13]([C:11]([NH:10][C:7]4[CH:8]=[CH:9][C:4]([CH:1]([CH3:3])[CH3:2])=[CH:5][CH:6]=4)=[O:12])[CH:18]=[CH:17][CH:16]=3)[CH2:31][CH2:30][C:22]=2[N:23]=1. The catalyst class is: 12. (5) Reactant: C(=O)([O-])[O-].[Cs+].[Cs+].C1(P(C2C=CC=CC=2)C2C=CC3C(=CC=CC=3)C=2C2C3C(=CC=CC=3)C=CC=2P(C2C=CC=CC=2)C2C=CC=CC=2)C=CC=CC=1.Br[C:54]1[CH:59]=[CH:58][N:57]2[C:60]([C:63]([NH:65][C:66]3[CH:74]=[CH:73][CH:72]=[C:71]4[C:67]=3[C:68]([CH2:83][CH3:84])=[N:69][N:70]4[CH2:75][C:76]3[CH:81]=[CH:80][CH:79]=[C:78]([CH3:82])[N:77]=3)=[O:64])=[CH:61][N:62]=[C:56]2[CH:55]=1.[CH3:85][N:86]([CH2:88][B-](F)(F)F)[CH3:87].[K+]. Product: [CH3:85][N:86]([CH2:88][C:54]1[CH:59]=[CH:58][N:57]2[C:60]([C:63]([NH:65][C:66]3[CH:74]=[CH:73][CH:72]=[C:71]4[C:67]=3[C:68]([CH2:83][CH3:84])=[N:69][N:70]4[CH2:75][C:76]3[CH:81]=[CH:80][CH:79]=[C:78]([CH3:82])[N:77]=3)=[O:64])=[CH:61][N:62]=[C:56]2[CH:55]=1)[CH3:87]. The catalyst class is: 584. (6) Reactant: [O:1]1[CH2:6][CH2:5][N:4]([C:7]2[C:8]([NH2:26])=[N:9][C:10]3[C:15]([CH:16]=2)=[CH:14][C:13](B2OC(C)(C)C(C)(C)O2)=[CH:12][CH:11]=3)[CH2:3][CH2:2]1.[Cl:27][C:28]1[C:29]([CH3:41])=[N:30][N:31]([C:33]2[CH:38]=[CH:37][CH:36]=[C:35]([CH3:39])[C:34]=2I)[CH:32]=1.C(=O)([O-])[O-].[Na+].[Na+].O. Product: [Cl:27][C:28]1[C:29]([CH3:41])=[N:30][N:31]([C:33]2[CH:38]=[CH:37][CH:36]=[C:35]([CH3:39])[C:34]=2[C:13]2[CH:14]=[C:15]3[C:10](=[CH:11][CH:12]=2)[N:9]=[C:8]([NH2:26])[C:7]([N:4]2[CH2:3][CH2:2][O:1][CH2:6][CH2:5]2)=[CH:16]3)[CH:32]=1. The catalyst class is: 77.